The task is: Predict which catalyst facilitates the given reaction.. This data is from Catalyst prediction with 721,799 reactions and 888 catalyst types from USPTO. Reactant: [CH3:1][O:2][C:3]1[C:8]([NH2:9])=[C:7]([O:10][CH3:11])[N:6]=[C:5]([NH:12][CH2:13][CH2:14][CH2:15][N:16]2[CH2:21][CH2:20][O:19][CH2:18][CH2:17]2)[N:4]=1.C[Al](C)C.[CH3:26][Si:27]([CH3:45])([CH3:44])[C:28]1[CH:29]=[C:30]([O:34][C:35]2[O:39][C:38]([C:40](OC)=[O:41])=[CH:37][CH:36]=2)[CH:31]=[N:32][CH:33]=1. Product: [O:19]1[CH2:20][CH2:21][N:16]([CH2:15][CH2:14][CH2:13][NH:12][C:5]2[N:4]=[C:3]([O:2][CH3:1])[C:8]([NH:9][C:40]([C:38]3[O:39][C:35]([O:34][C:30]4[CH:31]=[N:32][CH:33]=[C:28]([Si:27]([CH3:45])([CH3:44])[CH3:26])[CH:29]=4)=[CH:36][CH:37]=3)=[O:41])=[C:7]([O:10][CH3:11])[N:6]=2)[CH2:17][CH2:18]1. The catalyst class is: 451.